This data is from Forward reaction prediction with 1.9M reactions from USPTO patents (1976-2016). The task is: Predict the product of the given reaction. (1) Given the reactants [CH3:1][O:2][C:3]1[CH:8]=[CH:7][C:6]([F:9])=[CH:5][C:4]=1B(O)O.Br[C:14]1[S:15][CH:16]=[CH:17][CH:18]=1.C(=O)([O-])[O-].[K+].[K+].C([O-])(=O)C, predict the reaction product. The product is: [S:15]1[CH:16]=[CH:17][CH:18]=[C:14]1[C:4]1[CH:5]=[C:6]([F:9])[CH:7]=[CH:8][C:3]=1[O:2][CH3:1]. (2) Given the reactants COC1C=CC([NH:9][CH2:10][CH2:11][CH2:12][O:13][C:14]2[CH:23]=[CH:22][C:21]3[C:16](=[CH:17][CH:18]=[CH:19][CH:20]=3)[CH:15]=2)=CC=1.C(Br)C, predict the reaction product. The product is: [CH:15]1[C:16]2[C:21](=[CH:20][CH:19]=[CH:18][CH:17]=2)[CH:22]=[CH:23][C:14]=1[O:13][CH2:12][CH2:11][CH2:10][NH2:9]. (3) Given the reactants [CH2:1]([O:8][C@H:9]1[CH2:13][C@H:12]([O:14][C:15]2[C:20]([F:21])=[CH:19][C:18]([S:22]([N:25](CC3C=CC(OC)=CC=3OC)[C:26]3[CH:31]=[CH:30][N:29]=[CH:28][N:27]=3)(=[O:24])=[O:23])=[C:17]([F:43])[CH:16]=2)[C@@H:11]([C:44]2[N:48]([CH3:49])[N:47]=[CH:46][CH:45]=2)[CH2:10]1)[C:2]1[CH:7]=[CH:6][CH:5]=[CH:4][CH:3]=1.C([SiH](CC)CC)C.FC(F)(F)C(O)=O, predict the reaction product. The product is: [CH2:1]([O:8][C@H:9]1[CH2:13][C@H:12]([O:14][C:15]2[C:20]([F:21])=[CH:19][C:18]([S:22]([NH:25][C:26]3[CH:31]=[CH:30][N:29]=[CH:28][N:27]=3)(=[O:23])=[O:24])=[C:17]([F:43])[CH:16]=2)[C@@H:11]([C:44]2[N:48]([CH3:49])[N:47]=[CH:46][CH:45]=2)[CH2:10]1)[C:2]1[CH:7]=[CH:6][CH:5]=[CH:4][CH:3]=1.